This data is from Full USPTO retrosynthesis dataset with 1.9M reactions from patents (1976-2016). The task is: Predict the reactants needed to synthesize the given product. Given the product [CH:1]12[CH2:7][CH:6]1[NH:5][CH2:4][CH2:3][N:2]2[C:25]([O:27][C:28]([CH3:31])([CH3:30])[CH3:29])=[O:26], predict the reactants needed to synthesize it. The reactants are: [CH:1]12[CH2:7][CH:6]1[N:5](C(OCC1C3C=CC=CC=3C3C1=CC=CC=3)=O)[CH2:4][CH2:3][N:2]2[C:25]([O:27][C:28]([CH3:31])([CH3:30])[CH3:29])=[O:26].C(S)CCCCCCC.C1CCN2C(=NCCC2)CC1.